Dataset: Full USPTO retrosynthesis dataset with 1.9M reactions from patents (1976-2016). Task: Predict the reactants needed to synthesize the given product. (1) Given the product [N:1]1([CH2:46][CH2:45][C@H:22]2[CH2:23][C@@H:24]([OH:27])[CH2:25][CH2:26][C@@:21]2([C@H:20]2[CH2:19][CH2:18][C@@:17]3([CH3:53])[C@@H:13]([CH2:14][CH2:15][C:16]3=[CH2:54])[C@@H:12]2[OH:11])[CH3:52])[CH:5]=[CH:4][CH:3]=[CH:2]1, predict the reactants needed to synthesize it. The reactants are: [NH:1]1[CH:5]=[CH:4][CH:3]=[CH:2]1.[H-].[Na+].C([O:11][C@@H:12]1[C@@H:20]([C@@:21]2([CH3:52])[CH2:26][CH2:25][C@H:24]([O:27][Si](C(C)(C)C)(C3C=CC=CC=3)C3C=CC=CC=3)[CH2:23][C@@H:22]2[CH2:45][CH2:46]OS(C)(=O)=O)[CH2:19][CH2:18][C@@:17]2([CH3:53])[C@H:13]1[CH2:14][CH2:15][C:16]2=[CH2:54])(=O)C. (2) Given the product [CH3:1][O:2][C:3](=[O:24])[CH:4]=[CH:5][C:6]1[CH:11]=[CH:10][C:9]([C:12]2[C:18]3[CH:19]=[CH:20][CH:21]=[CH:22][C:17]=3[CH2:16][CH2:15][CH2:14][C:13]=2[C:25]2[CH:30]=[CH:29][CH:28]=[CH:27][CH:26]=2)=[CH:8][CH:7]=1, predict the reactants needed to synthesize it. The reactants are: [CH3:1][O:2][C:3](=[O:24])[CH:4]=[CH:5][C:6]1[CH:11]=[CH:10][C:9]([C:12]2[C:18]3[CH:19]=[CH:20][CH:21]=[CH:22][C:17]=3[CH2:16][CH2:15][CH2:14][C:13]=2Br)=[CH:8][CH:7]=1.[C:25]1(B(O)O)[CH:30]=[CH:29][CH:28]=[CH:27][CH:26]=1.C(=O)([O-])[O-].[Na+].[Na+]. (3) Given the product [OH:8][C:3]1([CH:2]([C:9]2[CH:14]=[CH:13][CH:12]=[CH:11][CH:10]=2)[NH:1][C:16]([NH2:17])=[O:15])[CH2:7][CH2:6][CH2:5][CH2:4]1, predict the reactants needed to synthesize it. The reactants are: [NH2:1][CH:2]([C:9]1[CH:14]=[CH:13][CH:12]=[CH:11][CH:10]=1)[C:3]1([OH:8])[CH2:7][CH2:6][CH2:5][CH2:4]1.[O-:15][C:16]#[N:17].[K+].Cl. (4) Given the product [CH2:1]([O:3][C:4](=[O:16])[CH2:5][N:6]1[C:14]2[C:9](=[CH:10][CH:11]=[C:12]([O:15][CH2:18][C:19]3[N:23]([CH3:24])[N:22]=[C:21]([C:25]4[CH:30]=[CH:29][C:28]([Cl:31])=[CH:27][CH:26]=4)[C:20]=3[CH3:32])[CH:13]=2)[CH:8]=[CH:7]1)[CH3:2], predict the reactants needed to synthesize it. The reactants are: [CH2:1]([O:3][C:4](=[O:16])[CH2:5][N:6]1[C:14]2[C:9](=[CH:10][CH:11]=[C:12]([OH:15])[CH:13]=2)[CH:8]=[CH:7]1)[CH3:2].Cl[CH2:18][C:19]1[N:23]([CH3:24])[N:22]=[C:21]([C:25]2[CH:30]=[CH:29][C:28]([Cl:31])=[CH:27][CH:26]=2)[C:20]=1[CH3:32].C(=O)([O-])[O-].[Cs+].[Cs+].[I-].[K+]. (5) Given the product [F:20][C:21]1[CH:22]=[CH:23][C:24]([O:25][C:26]2[C:40]([CH:41]3[CH2:45][CH2:44][CH2:43][N:42]3[C:15]([NH2:14])=[O:16])=[CH:39][C:29]3[NH:30][C:31]([C:33]4[CH:38]=[CH:37][CH:36]=[CH:35][N:34]=4)=[N:32][C:28]=3[CH:27]=2)=[CH:46][CH:47]=1, predict the reactants needed to synthesize it. The reactants are: CN(C1C=CC=CN=1)C.C[Si]([N:14]=[C:15]=[O:16])(C)C.C(Cl)Cl.[F:20][C:21]1[CH:47]=[CH:46][C:24]([O:25][C:26]2[C:40]([CH:41]3[CH2:45][CH2:44][CH2:43][NH:42]3)=[CH:39][C:29]3[NH:30][C:31]([C:33]4[CH:38]=[CH:37][CH:36]=[CH:35][N:34]=4)=[N:32][C:28]=3[CH:27]=2)=[CH:23][CH:22]=1.